From a dataset of Forward reaction prediction with 1.9M reactions from USPTO patents (1976-2016). Predict the product of the given reaction. (1) Given the reactants [CH:1]1([CH2:4][C:5]([C:7]2[CH:8]=[C:9]([CH:14]=[CH:15][C:16]=2[CH3:17])[C:10]([O:12][CH3:13])=[O:11])=[O:6])[CH2:3][CH2:2]1.[Br:18]Br, predict the reaction product. The product is: [Br:18][CH:4]([CH:1]1[CH2:3][CH2:2]1)[C:5]([C:7]1[CH:8]=[C:9]([CH:14]=[CH:15][C:16]=1[CH3:17])[C:10]([O:12][CH3:13])=[O:11])=[O:6]. (2) Given the reactants [NH:1]1[CH2:5][CH2:4][CH2:3][C@H:2]1[CH2:6][OH:7].Cl[C:9]1[N:10]=[C:11]([NH:18][C:19]2[CH:23]=[C:22]([C:24]([O-:26])=[O:25])[NH:21][N:20]=2)[C:12]2[O:17][CH:16]=[CH:15][C:13]=2[N:14]=1.[Na+], predict the reaction product. The product is: [NH3:1].[OH:7][CH2:6][C@@H:2]1[CH2:3][CH2:4][CH2:5][N:1]1[C:9]1[N:10]=[C:11]([NH:18][C:19]2[CH:23]=[C:22]([C:24]([OH:26])=[O:25])[NH:21][N:20]=2)[C:12]2[O:17][CH:16]=[CH:15][C:13]=2[N:14]=1. (3) Given the reactants [Cl:1][C:2]1[CH:7]=[C:6]([C:8]([F:11])([F:10])[F:9])[CH:5]=[C:4](Cl)[N:3]=1.[OH-:13].[Na+].[CH3:15]O, predict the reaction product. The product is: [CH3:15][O:13][C:4]1[CH:5]=[C:6]([C:8]([F:11])([F:10])[F:9])[CH:7]=[C:2]([Cl:1])[N:3]=1. (4) Given the reactants [Br:1][C:2]1[C:3]2[N:12]([CH:13]3[CH2:17][CH2:16][CH2:15][CH2:14]3)[N:11]=[C:10]([C:18]3[CH:19]=[C:20]([C:23]([O:25]C)=[O:24])[S:21][CH:22]=3)[C:4]=2[C:5]([O:8][CH3:9])=[N:6][CH:7]=1.[OH-].[Na+], predict the reaction product. The product is: [Br:1][C:2]1[C:3]2[N:12]([CH:13]3[CH2:14][CH2:15][CH2:16][CH2:17]3)[N:11]=[C:10]([C:18]3[CH:19]=[C:20]([C:23]([OH:25])=[O:24])[S:21][CH:22]=3)[C:4]=2[C:5]([O:8][CH3:9])=[N:6][CH:7]=1. (5) Given the reactants [H-].[Al+3].[Li+].[H-].[H-].[H-].[CH3:7][C:8]1[CH:17]=[CH:16][C:11]([C:12](OC)=[O:13])=[CH:10][N:9]=1, predict the reaction product. The product is: [CH3:7][C:8]1[N:9]=[CH:10][C:11]([CH2:12][OH:13])=[CH:16][CH:17]=1. (6) Given the reactants C([O:3][C:4](=O)[C:5]1[CH:10]=[CH:9][CH:8]=[C:7]([CH2:11][C:12]2[C:13]([CH3:25])=[N:14][C:15]([NH2:24])=[N:16][C:17]=2[NH:18][CH2:19][CH2:20][CH2:21][CH2:22][CH3:23])[CH:6]=1)C.[H-].[Al+3].[Li+].[H-].[H-].[H-].O.O.O.O.O.O.O.O.O.O.S([O-])([O-])(=O)=O.[Na+].[Na+], predict the reaction product. The product is: [NH2:24][C:15]1[N:14]=[C:13]([CH3:25])[C:12]([CH2:11][C:7]2[CH:6]=[C:5]([CH2:4][OH:3])[CH:10]=[CH:9][CH:8]=2)=[C:17]([NH:18][CH2:19][CH2:20][CH2:21][CH2:22][CH3:23])[N:16]=1. (7) Given the reactants Cl[C:2]1[CH:7]=[CH:6][N:5]=[C:4]([C:8]([NH:10][CH3:11])=[O:9])[CH:3]=1.[OH:12][C:13]1[CH:18]=[CH:17][C:16]([NH:19][C:20](=[O:34])[C:21]2[CH:26]=[CH:25][CH:24]=[CH:23][C:22]=2[NH:27][C:28]2[CH:33]=[CH:32][CH:31]=[CH:30][CH:29]=2)=[CH:15][CH:14]=1.C(=O)([O-])[O-].[Cs+].[Cs+].CS(C)=O, predict the reaction product. The product is: [CH3:11][NH:10][C:8](=[O:9])[C:4]1[CH:3]=[C:2]([O:12][C:13]2[CH:14]=[CH:15][C:16]([NH:19][C:20](=[O:34])[C:21]3[CH:26]=[CH:25][CH:24]=[CH:23][C:22]=3[NH:27][C:28]3[CH:29]=[CH:30][CH:31]=[CH:32][CH:33]=3)=[CH:17][CH:18]=2)[CH:7]=[CH:6][N:5]=1. (8) Given the reactants Br[C:2]1[CH:7]=[CH:6][C:5]([N:8]([C:19]2[CH:28]=[CH:27][C:26]3[C:21](=[CH:22][CH:23]=[CH:24][CH:25]=3)[CH:20]=2)[C:9]2[CH:18]=[CH:17][C:16]3[C:11](=[CH:12][CH:13]=[CH:14][CH:15]=3)[CH:10]=2)=[CH:4][CH:3]=1.C([Li])CCC.C(O[B:38]1[O:42][C:41]([CH3:44])([CH3:43])[C:40]([CH3:46])([CH3:45])[O:39]1)(C)C.O, predict the reaction product. The product is: [CH:20]1[C:21]2[C:26](=[CH:25][CH:24]=[CH:23][CH:22]=2)[CH:27]=[CH:28][C:19]=1[N:8]([C:9]1[CH:18]=[CH:17][C:16]2[C:11](=[CH:12][CH:13]=[CH:14][CH:15]=2)[CH:10]=1)[C:5]1[CH:4]=[CH:3][C:2]([B:38]2[O:39][C:40]([CH3:45])([CH3:46])[C:41]([CH3:43])([CH3:44])[O:42]2)=[CH:7][CH:6]=1. (9) Given the reactants [Br:1][C:2]1[CH:3]=[C:4]([C:9]([CH3:13])([CH3:12])[C:10]#N)[CH:5]=[CH:6][C:7]=1[F:8].CC(C[AlH]CC(C)C)C.C1C[O:26]CC1, predict the reaction product. The product is: [Br:1][C:2]1[CH:3]=[C:4]([C:9]([CH3:13])([CH3:12])[CH:10]=[O:26])[CH:5]=[CH:6][C:7]=1[F:8]. (10) Given the reactants Cl.Cl.[S:3]1[C:7]2[CH:8]=[CH:9][CH:10]=[CH:11][C:6]=2[N:5]=[C:4]1[NH:12][C:13]([C:15]1[CH:16]=[CH:17][CH:18]=[C:19]2[C:24]=1[CH2:23][NH:22][CH2:21][CH2:20]2)=[O:14].Cl[C:26]1[S:27][CH:28]=[C:29]([C:31]([O:33][CH3:34])=[O:32])[N:30]=1.C([O-])([O-])=O.[Cs+].[Cs+].Cl, predict the reaction product. The product is: [S:3]1[C:7]2[CH:8]=[CH:9][CH:10]=[CH:11][C:6]=2[N:5]=[C:4]1[NH:12][C:13]([C:15]1[CH:16]=[CH:17][CH:18]=[C:19]2[C:24]=1[CH2:23][N:22]([C:26]1[S:27][CH:28]=[C:29]([C:31]([O:33][CH3:34])=[O:32])[N:30]=1)[CH2:21][CH2:20]2)=[O:14].